This data is from Full USPTO retrosynthesis dataset with 1.9M reactions from patents (1976-2016). The task is: Predict the reactants needed to synthesize the given product. (1) Given the product [CH2:1]([O:8][N:9]1[C:14]2[N:15]=[CH:16][N:17]=[CH:18][C:13]=2[C:12]([NH:19][CH2:20][C:21]2[CH:30]=[CH:29][C:28]3[C:23](=[CH:24][CH:25]=[CH:26][CH:27]=3)[CH:22]=2)=[CH:11][C:10]1=[O:36])[C:2]1[CH:3]=[CH:4][CH:5]=[CH:6][CH:7]=1, predict the reactants needed to synthesize it. The reactants are: [CH2:1]([O:8][N:9]1[C:14]2[N:15]=[CH:16][N:17]=[CH:18][C:13]=2[C:12]([NH:19][CH2:20][C:21]2[CH:30]=[CH:29][C:28]3[C:23](=[CH:24][CH:25]=[CH:26][CH:27]=3)[CH:22]=2)=[C:11](C(OCC)=O)[C:10]1=[O:36])[C:2]1[CH:7]=[CH:6][CH:5]=[CH:4][CH:3]=1.[OH-].[Na+]. (2) The reactants are: [N:1]#[C:2]Br.C([O-])([O-])=O.[Na+].[Na+].[CH3:10][NH2:11].[CH3:12][CH2:13][O:14][CH2:15][CH3:16]. Given the product [O:14]1[CH2:15][CH2:16][CH2:12][C@@H:13]1[CH2:10][NH:11][C:2]#[N:1], predict the reactants needed to synthesize it. (3) Given the product [F:1][C:2]1[CH:3]=[C:4]([CH:5]2[O:6][CH:21]=[N:20][CH:19]2[S:16]([C:13]2[CH:14]=[CH:15][C:10]([CH3:22])=[CH:11][CH:12]=2)(=[O:18])=[O:17])[CH:7]=[CH:8][CH:9]=1, predict the reactants needed to synthesize it. The reactants are: [F:1][C:2]1[CH:3]=[C:4]([CH:7]=[CH:8][CH:9]=1)[CH:5]=[O:6].[C:10]1([CH3:22])[CH:15]=[CH:14][C:13]([S:16]([CH2:19][N+:20]#[C-:21])(=[O:18])=[O:17])=[CH:12][CH:11]=1.[C-]#N.[Na+]. (4) Given the product [Cl:15][C:16]1[CH:21]=[CH:20][C:19]([C:2]2[CH:14]=[CH:13][C:5]3[NH:6][C:7](=[O:12])[O:8][C:9]([CH3:11])([CH3:10])[C:4]=3[CH:3]=2)=[CH:18][CH:17]=1, predict the reactants needed to synthesize it. The reactants are: Br[C:2]1[CH:14]=[CH:13][C:5]2[NH:6][C:7](=[O:12])[O:8][C:9]([CH3:11])([CH3:10])[C:4]=2[CH:3]=1.[Cl:15][C:16]1[CH:21]=[CH:20][C:19](B(O)O)=[CH:18][CH:17]=1. (5) The reactants are: [OH:1][C:2]1[CH:7]=[CH:6][C:5]([C:8]2[N:9]=[C:10]3[C:15]([CH3:16])=[CH:14][CH:13]=[CH:12][N:11]3[CH:17]=2)=[CH:4][CH:3]=1.[OH-].[K+].[CH2:20]([CH:22]1[O:24][CH2:23]1)Cl. Given the product [O:24]1[CH2:23][CH:22]1[CH2:20][O:1][C:2]1[CH:3]=[CH:4][C:5]([C:8]2[N:9]=[C:10]3[C:15]([CH3:16])=[CH:14][CH:13]=[CH:12][N:11]3[CH:17]=2)=[CH:6][CH:7]=1, predict the reactants needed to synthesize it.